The task is: Predict the reactants needed to synthesize the given product.. This data is from Full USPTO retrosynthesis dataset with 1.9M reactions from patents (1976-2016). (1) Given the product [CH2:12]([CH:19]1[CH2:24][CH2:23][N:22]([S:8]([C:5]2[CH:6]=[CH:7][C:2]([Br:1])=[CH:3][CH:4]=2)(=[O:10])=[O:9])[CH2:21][CH2:20]1)[C:13]1[CH:18]=[CH:17][CH:16]=[CH:15][CH:14]=1, predict the reactants needed to synthesize it. The reactants are: [Br:1][C:2]1[CH:7]=[CH:6][C:5]([S:8](Cl)(=[O:10])=[O:9])=[CH:4][CH:3]=1.[CH2:12]([CH:19]1[CH2:24][CH2:23][NH:22][CH2:21][CH2:20]1)[C:13]1[CH:18]=[CH:17][CH:16]=[CH:15][CH:14]=1.CCN(C(C)C)C(C)C. (2) Given the product [F:25][C:26]([F:39])([F:38])[S:27]([O:17][C:5]1[CH:4]=[CH:3][C:2]([F:1])=[C:7]([NH:8][CH2:9][C:10]2[CH:15]=[CH:14][CH:13]=[C:12]([F:16])[CH:11]=2)[N:6]=1)(=[O:29])=[O:28], predict the reactants needed to synthesize it. The reactants are: [F:1][C:2]1[CH:3]=[CH:4][C:5]([OH:17])=[N:6][C:7]=1[NH:8][CH2:9][C:10]1[CH:15]=[CH:14][CH:13]=[C:12]([F:16])[CH:11]=1.C(N(CC)CC)C.[F:25][C:26]([F:39])([F:38])[S:27](O[S:27]([C:26]([F:39])([F:38])[F:25])(=[O:29])=[O:28])(=[O:29])=[O:28].C([O-])(O)=O.[Na+].